This data is from Forward reaction prediction with 1.9M reactions from USPTO patents (1976-2016). The task is: Predict the product of the given reaction. (1) Given the reactants [O:1]1[C:5]2=[N:6][CH:7]=[CH:8][CH:9]=[C:4]2[CH2:3][C@@:2]21[CH:14]1[CH2:15][CH2:16][N:11]([CH2:12][CH2:13]1)[CH2:10]2.[N+:17]([O-])([OH:19])=[O:18].O.C(=O)([O-])[O-].[K+].[K+], predict the reaction product. The product is: [N+:17]([C:8]1[CH:9]=[C:4]2[CH2:3][C@:2]3([CH:14]4[CH2:13][CH2:12][N:11]([CH2:16][CH2:15]4)[CH2:10]3)[O:1][C:5]2=[N:6][CH:7]=1)([O-:19])=[O:18]. (2) Given the reactants [Br:1][CH2:2][C:3]1[CH:7]=[C:6]([C:8]2O[CH:10]=[CH:11][CH:12]=2)[N:5](C)[N:4]=1.O1C=CC=C1C1[N:23](C)[N:22]=C(CO)C=1, predict the reaction product. The product is: [Br:1][CH2:2][C:3]1[N:22]=[N:23][N:5]([C:6]2[CH:8]=[CH:12][CH:11]=[CH:10][CH:7]=2)[N:4]=1. (3) Given the reactants [CH3:1][C:2]1[CH:3]=[C:4]([OH:9])[CH:5]=[C:6]([CH3:8])[CH:7]=1.[H-].[Na+].FC[C:14]1[CH:19]=[CH:18][C:17]([N+:20]([O-:22])=[O:21])=[CH:16][C:15]=1[S:23]([N:26]1[CH2:31][CH2:30][N:29]([C:32]([O:34][C:35]([CH3:38])([CH3:37])[CH3:36])=[O:33])[CH2:28][CH2:27]1)(=[O:25])=[O:24].O1CCOC[CH2:40]1, predict the reaction product. The product is: [CH3:1][C:2]1[CH:3]=[C:4]([CH:5]=[C:6]([CH3:8])[CH:7]=1)[O:9][C:14]1[CH:19]=[C:18]([CH3:40])[C:17]([N+:20]([O-:22])=[O:21])=[CH:16][C:15]=1[S:23]([N:26]1[CH2:31][CH2:30][N:29]([C:32]([O:34][C:35]([CH3:38])([CH3:36])[CH3:37])=[O:33])[CH2:28][CH2:27]1)(=[O:25])=[O:24]. (4) Given the reactants C([N:14]1[CH2:17][CH:16]([OH:18])[CH2:15]1)(C1C=CC=CC=1)C1C=CC=CC=1.[C:19]([OH:25])([C:21]([F:24])([F:23])[F:22])=[O:20], predict the reaction product. The product is: [F:22][C:21]([F:24])([F:23])[C:19]([OH:25])=[O:20].[OH:18][CH:16]1[CH2:17][NH:14][CH2:15]1. (5) Given the reactants [CH2:1]([O:3][C:4]1[CH:5]=[C:6]([CH:9]=[CH:10][C:11]=1[O:12][CH2:13][CH3:14])[CH:7]=O)[CH3:2].[N+:15]([CH2:18][CH3:19])([O-:17])=[O:16].Cl.CNC.[F-].[K+], predict the reaction product. The product is: [CH2:13]([O:12][C:11]1[CH:10]=[CH:9][C:6]([CH:7]=[C:18]([N+:15]([O-:17])=[O:16])[CH3:19])=[CH:5][C:4]=1[O:3][CH2:1][CH3:2])[CH3:14]. (6) Given the reactants Cl[C:2]1[N:3]=[C:4]([NH:12][CH2:13][CH3:14])[C:5]2[S:10][CH:9]=[C:8]([CH3:11])[C:6]=2[N:7]=1.[CH2:15]([NH2:18])[CH:16]=[CH2:17].C(=O)([O-])O.[Na+], predict the reaction product. The product is: [CH2:15]([NH:18][C:2]1[N:3]=[C:4]([NH:12][CH2:13][CH3:14])[C:5]2[S:10][CH:9]=[C:8]([CH3:11])[C:6]=2[N:7]=1)[CH:16]=[CH2:17]. (7) Given the reactants Cl[CH2:2][C:3]1[N:4]=[CH:5][S:6][C:7]=1/[CH:8]=[CH:9]\[S:10][C:11]([C:24]1[CH:29]=[CH:28][CH:27]=[CH:26][CH:25]=1)([C:18]1[CH:23]=[CH:22][CH:21]=[CH:20][CH:19]=1)[C:12]1[CH:17]=[CH:16][CH:15]=[CH:14][CH:13]=1.[CH3:30][O:31][CH2:32][CH2:33][OH:34], predict the reaction product. The product is: [CH3:30][O:31][CH2:32][CH2:33][O:34][CH2:2][C:3]1[N:4]=[CH:5][S:6][C:7]=1/[CH:8]=[CH:9]\[S:10][C:11]([C:24]1[CH:29]=[CH:28][CH:27]=[CH:26][CH:25]=1)([C:18]1[CH:23]=[CH:22][CH:21]=[CH:20][CH:19]=1)[C:12]1[CH:17]=[CH:16][CH:15]=[CH:14][CH:13]=1.